This data is from Rat liver microsome stability data. The task is: Regression/Classification. Given a drug SMILES string, predict its absorption, distribution, metabolism, or excretion properties. Task type varies by dataset: regression for continuous measurements (e.g., permeability, clearance, half-life) or binary classification for categorical outcomes (e.g., BBB penetration, CYP inhibition). Dataset: rlm. (1) The molecule is CN(C)Cc1cc2c(nc(O)c3cccc(O)c32)s1. The result is 1 (stable in rat liver microsomes). (2) The molecule is Cn1c(=O)c2c(-c3ccc(Cl)cc3)n(CCc3ccccc3)cc2n(C)c1=O. The result is 1 (stable in rat liver microsomes). (3) The molecule is Cc1cnc(CNc2nc(-c3cccc(NS(C)(=O)=O)c3)nc3ccccc23)cn1. The result is 1 (stable in rat liver microsomes). (4) The result is 1 (stable in rat liver microsomes). The drug is Cc1ccccc1C(=O)N1CCc2cc(-c3nc(NC(=O)Cc4ccc5c(c4)OCCO5)sc3C)ccc21. (5) The molecule is CS(=O)(=O)c1ccc2nc(NC(=O)C3CC3)sc2c1. The result is 0 (unstable in rat liver microsomes).